Dataset: Forward reaction prediction with 1.9M reactions from USPTO patents (1976-2016). Task: Predict the product of the given reaction. (1) Given the reactants C(OC(=O)[NH:7][C:8]1[C:9]([CH2:36][F:37])([CH2:34][F:35])[O:10][CH2:11][C:12]([C:15]2[CH:20]=[C:19]([NH:21][C:22]([C:24]3[C:29]([CH3:30])=[CH:28][C:27]([C:31]#[N:32])=[CH:26][N:25]=3)=[O:23])[CH:18]=[CH:17][C:16]=2[F:33])([CH3:14])[N:13]=1)(C)(C)C.C(O)(C(F)(F)F)=O.C([O-])([O-])=O.[Na+].[Na+], predict the reaction product. The product is: [NH2:7][C:8]1[C:9]([CH2:34][F:35])([CH2:36][F:37])[O:10][CH2:11][C:12]([C:15]2[CH:20]=[C:19]([NH:21][C:22]([C:24]3[C:29]([CH3:30])=[CH:28][C:27]([C:31]#[N:32])=[CH:26][N:25]=3)=[O:23])[CH:18]=[CH:17][C:16]=2[F:33])([CH3:14])[N:13]=1. (2) Given the reactants C[O:2][C:3]([C:5]1[C:18]([NH:19][C:20]2[CH:25]=[CH:24][C:23]([Br:26])=[CH:22][C:21]=2[CH3:27])=[C:17]([F:28])[C:8]2[N:9]=[CH:10][N:11]([CH2:12][CH2:13][CH2:14][CH:15]=[CH2:16])[C:7]=2[CH:6]=1)=[O:4], predict the reaction product. The product is: [Br:26][C:23]1[CH:24]=[CH:25][C:20]([NH:19][C:18]2[C:5]([C:3]([OH:4])=[O:2])=[CH:6][C:7]3[N:11]([CH2:12][CH2:13][CH2:14][CH:15]=[CH2:16])[CH:10]=[N:9][C:8]=3[C:17]=2[F:28])=[C:21]([CH3:27])[CH:22]=1. (3) The product is: [CH2:21]1[C:22](=[O:23])[N:18]([O:9][C:7]([CH2:6][CH2:10][CH2:11][CH2:12][CH2:13][NH:14][C:15]([CH2:16][CH2:17][N:18]2[C:19](=[O:24])[CH:20]=[CH:21][C:22]2=[O:23])=[O:25])=[O:8])[C:19](=[O:24])[CH2:20]1. Given the reactants C1(=O)N([CH:6]([CH2:10][CH2:11][CH2:12][CH2:13][NH:14][C:15](=[O:25])[CH2:16][CH2:17][N:18]2[C:22](=[O:23])[CH:21]=[CH:20][C:19]2=[O:24])[C:7]([O-:9])=[O:8])C(=O)CC1, predict the reaction product.